This data is from Catalyst prediction with 721,799 reactions and 888 catalyst types from USPTO. The task is: Predict which catalyst facilitates the given reaction. (1) Reactant: [CH:1]1([C:4]([NH:6][C:7]2[N:8]=[C:9]3[CH:14]=[CH:13][C:12]([O:15][C:16]4[CH:17]=[C:18]([CH:22]=[CH:23][CH:24]=4)[C:19](O)=[O:20])=[N:11][N:10]3[CH:25]=2)=[O:5])[CH2:3][CH2:2]1.[CH3:26][N:27]1[C:31]([NH2:32])=[CH:30][C:29]([CH3:33])=[N:28]1.ON1C2C=CC=CC=2N=N1.Cl.C(N=C=NCCCN(C)C)C.C(N(CC)CC)C. Product: [CH:1]1([C:4]([NH:6][C:7]2[N:8]=[C:9]3[CH:14]=[CH:13][C:12]([O:15][C:16]4[CH:17]=[C:18]([CH:22]=[CH:23][CH:24]=4)[C:19]([NH:32][C:31]4[N:27]([CH3:26])[N:28]=[C:29]([CH3:33])[CH:30]=4)=[O:20])=[N:11][N:10]3[CH:25]=2)=[O:5])[CH2:3][CH2:2]1. The catalyst class is: 9. (2) Reactant: [C:1](OC)(OC)(OC)[CH2:2][CH2:3][CH3:4].Cl.N1C=CC=CC=1.[NH2:18][C:19]1[CH:20]=[N:21][C:22]2[C:27]([C:28]=1[NH:29][CH2:30][C:31]([CH3:34])([OH:33])[CH3:32])=[CH:26][CH:25]=[CH:24][CH:23]=2. Product: [CH2:2]([C:1]1[N:29]([CH2:30][C:31]([CH3:34])([OH:33])[CH3:32])[C:28]2[C:27]3[CH:26]=[CH:25][CH:24]=[CH:23][C:22]=3[N:21]=[CH:20][C:19]=2[N:18]=1)[CH2:3][CH3:4]. The catalyst class is: 10. (3) Reactant: [Br:1][C:2]1[CH:3]=[C:4]([S:15][C:16]2[CH:17]=[C:18]([CH:22]=[CH:23][CH:24]=2)[C:19](O)=[O:20])[C:5]([NH:8][C:9]2[S:10][CH:11]=[C:12]([CH3:14])[N:13]=2)=[N:6][CH:7]=1.Cl.C[N:27](C)CCCN=C=NCC.[NH4+].[Cl-].C1C=CC2N(O)N=NC=2C=1.O.C(N(CC)CC)C. Product: [Br:1][C:2]1[CH:3]=[C:4]([S:15][C:16]2[CH:17]=[C:18]([CH:22]=[CH:23][CH:24]=2)[C:19]([NH2:27])=[O:20])[C:5]([NH:8][C:9]2[S:10][CH:11]=[C:12]([CH3:14])[N:13]=2)=[N:6][CH:7]=1. The catalyst class is: 18. (4) Reactant: [CH3:1][C:2]1([CH3:13])[O:6][B:5]([OH:7])[C:4]2[CH:8]=[CH:9][C:10]([CH3:12])=[CH:11][C:3]1=2.C(OOC(=O)C1C=CC=CC=1)(=[O:21])C1C=CC=CC=1.C1C(=O)N(Br)C(=O)C1.C([O-])([O-])=O.[Na+].[Na+].Cl. Product: [OH:7][B:5]1[C:4]2[CH:8]=[CH:9][C:10]([CH:12]=[O:21])=[CH:11][C:3]=2[C:2]([CH3:13])([CH3:1])[O:6]1. The catalyst class is: 53.